This data is from Full USPTO retrosynthesis dataset with 1.9M reactions from patents (1976-2016). The task is: Predict the reactants needed to synthesize the given product. (1) Given the product [Si:1]([O:8][C:9]1[CH:14]=[C:13]([CH3:15])[C:12]([C:29]2[C:30]([O:31][CH:32]([CH3:34])[CH3:33])=[CH:21][CH:22]=[C:23]([C:24]([O:26][CH3:27])=[O:25])[CH:28]=2)=[C:11]([CH3:19])[CH:10]=1)([C:4]([CH3:7])([CH3:6])[CH3:5])([CH3:3])[CH3:2], predict the reactants needed to synthesize it. The reactants are: [Si:1]([O:8][C:9]1[CH:14]=[C:13]([CH3:15])[C:12](B(O)O)=[C:11]([CH3:19])[CH:10]=1)([C:4]([CH3:7])([CH3:6])[CH3:5])([CH3:3])[CH3:2].Br[C:21]1[CH:22]=[C:23]([CH:28]=[CH:29][C:30]=1[O:31][CH:32]([CH3:34])[CH3:33])[C:24]([O:26][CH3:27])=[O:25].C1(P(C2CCCCC2)C2C=CC=CC=2C2C=CC=CC=2N(C)C)CCCCC1. (2) Given the product [F:6][C:7]([F:38])([F:37])[C:8]1[CH:9]=[C:10]([NH:14][C:15]([N:17]2[C:25]3[C:20](=[C:21]([F:35])[C:22]([O:26][C:27]4[CH:32]=[CH:31][N:30]=[C:29]([CH2:33][S:2]([CH3:1])(=[O:4])=[O:3])[N:28]=4)=[CH:23][CH:24]=3)[CH:19]=[C:18]2[CH3:36])=[O:16])[CH:11]=[CH:12][CH:13]=1, predict the reactants needed to synthesize it. The reactants are: [CH3:1][S:2](Cl)(=[O:4])=[O:3].[F:6][C:7]([F:38])([F:37])[C:8]1[CH:9]=[C:10]([NH:14][C:15]([N:17]2[C:25]3[C:20](=[C:21]([F:35])[C:22]([O:26][C:27]4[CH:32]=[CH:31][N:30]=[C:29]([CH2:33]O)[N:28]=4)=[CH:23][CH:24]=3)[CH:19]=[C:18]2[CH3:36])=[O:16])[CH:11]=[CH:12][CH:13]=1.CCN(CC)CC.CS([O-])=O.[Na+]. (3) The reactants are: [CH3:1][C:2]1[C:10]2[C:5](=[CH:6][CH:7]=[CH:8][C:9]=2[NH2:11])[N:4]([CH2:12][C:13]2[CH:17]=[CH:16][N:15]([CH:18]([CH3:20])[CH3:19])[N:14]=2)[N:3]=1.[Cl:21][C:22]1[CH:27]=[CH:26][N:25]2[C:28]([C:31](OCC)=[O:32])=[CH:29][N:30]=[C:24]2[CH:23]=1.C[Si]([N-][Si](C)(C)C)(C)C.[Li+]. Given the product [Cl:21][C:22]1[CH:27]=[CH:26][N:25]2[C:28]([C:31]([NH:11][C:9]3[CH:8]=[CH:7][CH:6]=[C:5]4[C:10]=3[C:2]([CH3:1])=[N:3][N:4]4[CH2:12][C:13]3[CH:17]=[CH:16][N:15]([CH:18]([CH3:20])[CH3:19])[N:14]=3)=[O:32])=[CH:29][N:30]=[C:24]2[CH:23]=1, predict the reactants needed to synthesize it. (4) The reactants are: [Si:1]([O:8][C:9]1[CH:42]=[CH:41][C:12]([C:13]([NH:15][NH:16][C:17](=O)[C@H:18]([NH:29][C:30]2[CH:35]=[CH:34][C:33]([C:36]#[N:37])=[C:32]([Cl:38])[C:31]=2[CH3:39])[C@@H:19]([O:21][Si:22]([C:25]([CH3:28])([CH3:27])[CH3:26])([CH3:24])[CH3:23])[CH3:20])=[O:14])=[CH:11][CH:10]=1)([C:4]([CH3:7])([CH3:6])[CH3:5])([CH3:3])[CH3:2].C1(P(C2C=CC=CC=2)C2C=CC=CC=2)C=CC=CC=1.II.[Si](O[C@@H](C)[C@@H](NC1C=CC(C#N)=C(Cl)C=1C)C1OC(C2C=CC=C(O[Si](C(C)(C)C)(C)C)C=2)=NN=1)(C(C)(C)C)(C)C. Given the product [Si:22]([O:21][C@@H:19]([CH3:20])[C@@H:18]([NH:29][C:30]1[CH:35]=[CH:34][C:33]([C:36]#[N:37])=[C:32]([Cl:38])[C:31]=1[CH3:39])[C:17]1[O:14][C:13]([C:12]2[CH:41]=[CH:42][C:9]([O:8][Si:1]([C:4]([CH3:6])([CH3:5])[CH3:7])([CH3:3])[CH3:2])=[CH:10][CH:11]=2)=[N:15][N:16]=1)([C:25]([CH3:26])([CH3:27])[CH3:28])([CH3:23])[CH3:24], predict the reactants needed to synthesize it. (5) Given the product [C:1]([C:5]1[CH:10]=[CH:9][C:8]([NH:11][C:12]2[C:21]3[C:16](=[CH:17][CH:18]=[CH:19][CH:20]=3)[C:15]([C:22]3[CH:27]=[CH:26][N:25]=[C:24]([C:33]#[N:34])[N:23]=3)=[CH:14][N:13]=2)=[CH:7][CH:6]=1)([CH3:4])([CH3:3])[CH3:2], predict the reactants needed to synthesize it. The reactants are: [C:1]([C:5]1[CH:10]=[CH:9][C:8]([NH:11][C:12]2[C:21]3[C:16](=[CH:17][CH:18]=[CH:19][CH:20]=3)[C:15]([C:22]3[CH:27]=[CH:26][N:25]=[C:24](Cl)[N:23]=3)=[CH:14][N:13]=2)=[CH:7][CH:6]=1)([CH3:4])([CH3:3])[CH3:2].[C-]#N.[K+].C[CH2:33][N:34](CC)CC.C(Cl)Cl. (6) Given the product [OH:4][C:5]1[CH:14]=[C:13]2[C:8]([CH:9]([OH:21])[CH:10]([C:15]3[CH:20]=[CH:19][CH:18]=[CH:17][CH:16]=3)[CH2:11][O:12]2)=[CH:7][CH:6]=1, predict the reactants needed to synthesize it. The reactants are: C([O:4][C:5]1[CH:14]=[C:13]2[C:8]([CH:9]([OH:21])[CH:10]([C:15]3[CH:20]=[CH:19][CH:18]=[CH:17][CH:16]=3)[CH2:11][O:12]2)=[CH:7][CH:6]=1)(=O)C.N1C=CN=C1. (7) Given the product [CH2:1]([O:3][C:4]1[CH:12]=[CH:11][CH:10]=[CH:9][C:5]=1[C:6]([NH:64][C:57]1[CH:56]=[C:55]([C:50]2[CH:51]=[CH:52][CH:53]=[C:54]3[C:49]=2[CH:48]=[CH:47][NH:46]3)[CH:63]=[C:62]2[C:58]=1[CH:59]=[N:60][NH:61]2)=[O:8])[CH3:2], predict the reactants needed to synthesize it. The reactants are: [CH2:1]([O:3][C:4]1[CH:12]=[CH:11][CH:10]=[CH:9][C:5]=1[C:6]([OH:8])=O)[CH3:2].CN(C(ON1N=NC2C=CC=NC1=2)=[N+](C)C)C.F[P-](F)(F)(F)(F)F.CCN(C(C)C)C(C)C.[NH:46]1[C:54]2[C:49](=[C:50]([C:55]3[CH:56]=[C:57]([NH2:64])[C:58]4[CH:59]=[N:60][NH:61][C:62]=4[CH:63]=3)[CH:51]=[CH:52][CH:53]=2)[CH:48]=[CH:47]1. (8) Given the product [Cl:1][C:2]1[CH:3]=[C:4]([NH:9][C:10]2[C:19]3[C:14](=[CH:15][C:16]([O:22][CH2:23][CH:28]4[O:27][CH2:26][CH2:25][NH:24][CH2:29]4)=[C:17]([O:20][CH3:21])[CH:18]=3)[N:13]=[CH:12][N:11]=2)[CH:5]=[CH:6][C:7]=1[Cl:8], predict the reactants needed to synthesize it. The reactants are: [Cl:1][C:2]1[CH:3]=[C:4]([NH:9][C:10]2[C:19]3[C:14](=[CH:15][C:16]([O:22][CH:23]4[CH2:28][O:27][CH2:26][CH2:25][N:24]4[C:29]([O-])=O)=[C:17]([O:20][CH3:21])[CH:18]=3)[N:13]=[CH:12][N:11]=2)[CH:5]=[CH:6][C:7]=1[Cl:8].Cl.C(OCC)C.